This data is from Choline transporter screen with 302,306 compounds. The task is: Binary Classification. Given a drug SMILES string, predict its activity (active/inactive) in a high-throughput screening assay against a specified biological target. (1) The molecule is O(CC(=O)Nc1cc2Cc3c(c2cc1)ccc(NC(=O)COc1ccccc1)c3)c1ccccc1. The result is 0 (inactive). (2) The compound is s1nc(c(N)c1C(=O)N(C(C(=O)NCC1OCCC1)c1oc(cc1)C)c1cc(c(cc1)C)C)C(=O)N. The result is 0 (inactive). (3) The compound is S(=O)(=O)(N)c1cc(NC(=O)CSc2sc(=S)n(n2)c2ccccc2)ccc1. The result is 0 (inactive). (4) The drug is Brc1c([N+]([O-])=O)cc(C(=O)N2CCN(CC2)Cc2ccccc2)cc1. The result is 0 (inactive). (5) The molecule is S(=O)(=O)(Nc1c(C(=O)NCC2CC2)cccc1)c1ncn(c1)C. The result is 0 (inactive). (6) The drug is O(C(=O)C1CCN(CC1)C1=C(NCCN(CC)c2ccccc2)C(=O)C1=O)CC. The result is 0 (inactive). (7) The drug is S(CC(=O)N1CCOCC1)c1nncc2c1cccc2. The result is 0 (inactive). (8) The molecule is S(=O)(=O)(CCC(=O)N(Cc1occc1)C)c1cc2NC(=O)C(Sc2cc1)C. The result is 0 (inactive). (9) The drug is S(=O)(=O)(CC(=O)N1CCC(CC1)C)Cc1ccccc1. The result is 0 (inactive). (10) The compound is O1c2c(OCC1)ccc(NC(=O)C(n1c(=O)c3c([nH]c1=O)cccc3)C)c2. The result is 0 (inactive).